This data is from hERG potassium channel inhibition data for cardiac toxicity prediction from Karim et al.. The task is: Regression/Classification. Given a drug SMILES string, predict its toxicity properties. Task type varies by dataset: regression for continuous values (e.g., LD50, hERG inhibition percentage) or binary classification for toxic/non-toxic outcomes (e.g., AMES mutagenicity, cardiotoxicity, hepatotoxicity). Dataset: herg_karim. (1) The result is 0 (non-blocker). The compound is OCc1ccc(OC2CCN(CC3CCNCC3)CC2)cc1Cl. (2) The result is 0 (non-blocker). The molecule is O=C(Nc1ccc(OC2(C(=O)O)CC2)cc1F)[C@H](C1CCCCC1)n1c(-c2ccc(Cl)cc2)nc2cc(F)c(F)cc21. (3) The compound is CNC(=O)c1ccc(Nc2ncc(F)c(-c3cnc(C)n3C(C)C)n2)cc1F. The result is 0 (non-blocker). (4) The compound is CCCN1CC(CSC)CC2c3cccc4[nH]cc(c34)CC21. The result is 1 (blocker). (5) The drug is O=C(CNC(=O)c1cccc(C(F)(F)F)c1)NC1CN(C2CCC(O)(c3ccc(F)cc3)CC2)C1. The result is 1 (blocker). (6) The molecule is Cc1noc(Cn2cc(CN(C(=O)C3CNCCC3(O)c3ccc(F)c(F)c3)C3CC3)c3c(F)cccc32)n1. The result is 1 (blocker). (7) The molecule is Cc1ccc(F)cc1CO[C@H]1CCc2ccc(N3CCNC[C@H]3C)nc21. The result is 1 (blocker).